From a dataset of Forward reaction prediction with 1.9M reactions from USPTO patents (1976-2016). Predict the product of the given reaction. (1) Given the reactants [CH2:1]([O:3][C:4]1[N:8]([C:9]2[C:17]3[O:16][CH2:15][C@@H:14]([NH:18][C:19]4[CH:31]=[CH:30][C:22]5[C@H:23]([CH2:26][C:27]([OH:29])=[O:28])[CH2:24][O:25][C:21]=5[CH:20]=4)[C:13]=3[CH:12]=[CH:11][CH:10]=2)[C:7]2[C:32]([F:37])=[C:33]([F:36])[CH:34]=[CH:35][C:6]=2[N:5]=1)[CH3:2].[OH-].[Na+:39], predict the reaction product. The product is: [CH2:1]([O:3][C:4]1[N:8]([C:9]2[C:17]3[O:16][CH2:15][C@@H:14]([NH:18][C:19]4[CH:31]=[CH:30][C:22]5[C@H:23]([CH2:26][C:27]([O-:29])=[O:28])[CH2:24][O:25][C:21]=5[CH:20]=4)[C:13]=3[CH:12]=[CH:11][CH:10]=2)[C:7]2[C:32]([F:37])=[C:33]([F:36])[CH:34]=[CH:35][C:6]=2[N:5]=1)[CH3:2].[Na+:39]. (2) Given the reactants C(N(CC)CC)C.CS(Cl)(=O)=O.[Cl:13][C:14]1[CH:15]=[C:16]([CH2:39]O)[CH:17]=[C:18]([CH2:20][N:21]2[C:25]3[CH:26]=[CH:27][C:28]4[N:29]([C:30]([CH3:33])=[N:31][N:32]=4)[C:24]=3[CH:23]=[C:22]2[C:34]2[O:35][CH:36]=[N:37][N:38]=2)[CH:19]=1.Cl.[NH:42]1[CH2:45][CH:44]([OH:46])[CH2:43]1.S([O-])(=O)(=O)C, predict the reaction product. The product is: [Cl:13][C:14]1[CH:15]=[C:16]([CH:17]=[C:18]([CH2:20][N:21]2[C:25]3[CH:26]=[CH:27][C:28]4[N:29]([C:30]([CH3:33])=[N:31][N:32]=4)[C:24]=3[CH:23]=[C:22]2[C:34]2[O:35][CH:36]=[N:37][N:38]=2)[CH:19]=1)[CH2:39][N:42]1[CH2:45][CH:44]([OH:46])[CH2:43]1. (3) Given the reactants Br[C:2]1[CH:7]=[CH:6][N:5]=[C:4]([N:8]2[CH2:13][CH2:12][O:11][CH2:10][CH2:9]2)[N:3]=1.[CH3:14][N:15](C=O)C, predict the reaction product. The product is: [N:8]1([C:4]2[N:3]=[C:2]([C:14]#[N:15])[CH:7]=[CH:6][N:5]=2)[CH2:13][CH2:12][O:11][CH2:10][CH2:9]1. (4) Given the reactants [F:1][C@@H:2]1[C@H:8]([NH:9]C(=O)OC(C)(C)C)[CH2:7][CH2:6][C@@H:5]([C:17]2[N:21]([CH3:22])[N:20]=[CH:19][C:18]=2[N+:23]([O-])=O)[O:4][CH2:3]1.C(OC([NH:33][C:34]1[S:38][C:37]([C:39]2[CH:44]=[CH:43][CH:42]=[CH:41][C:40]=2[F:45])=[N:36][C:35]=1[C:46](O)=[O:47])=O)(C)(C)C, predict the reaction product. The product is: [NH2:33][C:34]1[S:38][C:37]([C:39]2[CH:44]=[CH:43][CH:42]=[CH:41][C:40]=2[F:45])=[N:36][C:35]=1[C:46]([NH:23][C:18]1[CH:19]=[N:20][N:21]([CH3:22])[C:17]=1[C@@H:5]1[CH2:6][CH2:7][C@@H:8]([NH2:9])[C@@H:2]([F:1])[CH2:3][O:4]1)=[O:47]. (5) Given the reactants [BH4-].[Na+].[C:3]([C:6]1[O:10][N:9]=[C:8]([C:11]([NH:13][CH2:14][C@@H:15]([N:17]2[CH:21]=[CH:20][C:19]([C:22]3[CH:27]=[CH:26][C:25]([C:28]#[N:29])=[C:24]([Cl:30])[CH:23]=3)=[N:18]2)[CH3:16])=[O:12])[CH:7]=1)(=[O:5])[CH3:4], predict the reaction product. The product is: [Cl:30][C:24]1[CH:23]=[C:22]([C:19]2[CH:20]=[CH:21][N:17]([C@@H:15]([CH3:16])[CH2:14][NH:13][C:11]([C:8]3[CH:7]=[C:6]([CH:3]([OH:5])[CH3:4])[O:10][N:9]=3)=[O:12])[N:18]=2)[CH:27]=[CH:26][C:25]=1[C:28]#[N:29]. (6) The product is: [CH2:9]([N:11]([CH2:22][C:23]1[N:24]=[C:25]2[CH:30]=[CH:29][CH:28]=[C:27]([N:31]3[CH2:32][CH2:33][N:34]([CH3:37])[CH2:35][CH2:36]3)[N:26]2[CH:38]=1)[C@@H:12]1[C:21]2[N:20]=[CH:19][CH:18]=[CH:17][C:16]=2[CH2:15][CH2:14][CH2:13]1)[CH2:6][CH2:5][CH3:4]. Given the reactants COC1C=C[C:6]([C@@H:9]([N:11]([CH2:22][C:23]2[N:24]=[C:25]3[CH:30]=[CH:29][CH:28]=[C:27]([N:31]4[CH2:36][CH2:35][N:34]([CH3:37])[CH2:33][CH2:32]4)[N:26]3[CH:38]=2)[C@@H:12]2[C:21]3[N:20]=[CH:19][CH:18]=[CH:17][C:16]=3[CH2:15][CH2:14][CH2:13]2)C)=[CH:5][CH:4]=1.C(=O)CCC, predict the reaction product. (7) Given the reactants [NH2:1][C@H:2]([C:20]([OH:22])=[O:21])[CH2:3][C:4]1[C:12]2[C:7](=[CH:8][CH:9]=[CH:10][CH:11]=2)[N:6]([C:13]([O:15][C:16]([CH3:19])([CH3:18])[CH3:17])=[O:14])[CH:5]=1.[NH2:23][C@H:24]([C:49](O)=[O:50])[CH2:25][CH2:26][CH2:27][NH:28][C:29](=[NH:48])[NH:30][S:31]([C:34]1[C:46]([CH3:47])=[C:45]2[C:39]([O:40][C:41]([CH2:44]2)([CH3:43])[CH3:42])=[C:37]([CH3:38])[C:35]=1[CH3:36])(=[O:33])=[O:32].[NH2:52][C@H:53]([C:58](O)=[O:59])[CH2:54][CH:55]([CH3:57])[CH3:56], predict the reaction product. The product is: [NH2:52][C@H:53]([C:58]([NH:23][C@H:24]([C:49]([NH:1][C@H:2]([C:20]([OH:22])=[O:21])[CH2:3][C:4]1[C:12]2[C:7](=[CH:8][CH:9]=[CH:10][CH:11]=2)[N:6]([C:13]([O:15][C:16]([CH3:19])([CH3:17])[CH3:18])=[O:14])[CH:5]=1)=[O:50])[CH2:25][CH2:26][CH2:27][NH:28][C:29](=[NH:48])[NH:30][S:31]([C:34]1[C:46]([CH3:47])=[C:45]2[C:39]([O:40][C:41]([CH2:44]2)([CH3:42])[CH3:43])=[C:37]([CH3:38])[C:35]=1[CH3:36])(=[O:33])=[O:32])=[O:59])[CH2:54][CH:55]([CH3:57])[CH3:56].